Task: Predict the reactants needed to synthesize the given product.. Dataset: Full USPTO retrosynthesis dataset with 1.9M reactions from patents (1976-2016) (1) The reactants are: [C:1]1([CH:6]=O)([CH:4]=[O:5])[CH2:3][CH2:2]1.[CH2:8]([OH:10])[CH3:9].C([O-])([O-])O[CH2:13][CH3:14].C(=O)(O)[O-].[Na+].[CH2:22]([NH2:29])[C:23]1[CH:28]=[CH:27][CH:26]=[CH:25][CH:24]=1.[C-:30]#[N:31].[K+].S(=O)(O)[O-].[Na+]. Given the product [CH2:22]([NH:29][CH:6]([C:1]1([CH:4]([O:5][CH2:13][CH3:14])[O:10][CH2:8][CH3:9])[CH2:2][CH2:3]1)[C:30]#[N:31])[C:23]1[CH:28]=[CH:27][CH:26]=[CH:25][CH:24]=1, predict the reactants needed to synthesize it. (2) Given the product [Cl:1][C:2]1[C:3]([N:27]([CH3:31])[CH2:28][CH2:29][CH3:30])=[CH:4][C:5]2[N:11]=[C:10]([C:12]3[CH:17]=[CH:16][CH:15]=[C:14]([N:18]4[C:22]([CH2:23][N:37]5[CH2:41][CH2:40][CH2:39][CH2:38]5)=[N:21][CH:20]=[N:19]4)[CH:13]=3)[CH2:9][C:8](=[O:25])[NH:7][C:6]=2[CH:26]=1, predict the reactants needed to synthesize it. The reactants are: [Cl:1][C:2]1[C:3]([N:27]([CH3:31])[CH2:28][CH2:29][CH3:30])=[CH:4][C:5]2[N:11]=[C:10]([C:12]3[CH:17]=[CH:16][CH:15]=[C:14]([N:18]4[C:22]([CH2:23]O)=[N:21][CH:20]=[N:19]4)[CH:13]=3)[CH2:9][C:8](=[O:25])[NH:7][C:6]=2[CH:26]=1.S(Cl)(Cl)=O.[Cl-].[NH:37]1[CH2:41][CH2:40][CH2:39][CH2:38]1. (3) Given the product [CH2:30]([O:29][C:17]1[N:16]([CH2:15][C:12]2[CH:11]=[CH:10][C:9]([C:4]3[CH:5]=[CH:6][CH:7]=[CH:8][C:3]=3[C:1]3[NH:38][N:37]=[N:36][N:2]=3)=[CH:14][CH:13]=2)[C:20]2[C:21]([C:25]([O:27][CH3:28])=[O:26])=[CH:22][CH:23]=[CH:24][C:19]=2[N:18]=1)[CH3:31], predict the reactants needed to synthesize it. The reactants are: [C:1]([C:3]1[CH:8]=[CH:7][CH:6]=[CH:5][C:4]=1[C:9]1[CH:14]=[CH:13][C:12]([CH2:15][N:16]2[C:20]3[C:21]([C:25]([O:27][CH3:28])=[O:26])=[CH:22][CH:23]=[CH:24][C:19]=3[N:18]=[C:17]2[O:29][CH2:30][CH3:31])=[CH:11][CH:10]=1)#[N:2].C[Sn]([N:36]=[N+:37]=[N-:38])(C)C.